Dataset: Full USPTO retrosynthesis dataset with 1.9M reactions from patents (1976-2016). Task: Predict the reactants needed to synthesize the given product. Given the product [CH2:1]([C:5]1[N:6]([CH2:18][CH2:19][CH2:20][C:21](=[O:23])[CH3:22])[C:7]2[C:16]3[CH:15]=[CH:14][CH:13]=[CH:12][C:11]=3[N:10]=[CH:9][C:8]=2[N:17]=1)[CH2:2][CH2:3][CH3:4], predict the reactants needed to synthesize it. The reactants are: [CH2:1]([C:5]1[N:6]([CH2:18][CH2:19][CH2:20][CH:21]([OH:23])[CH3:22])[C:7]2[C:16]3[CH:15]=[CH:14][CH:13]=[CH:12][C:11]=3[N:10]=[CH:9][C:8]=2[N:17]=1)[CH2:2][CH2:3][CH3:4].CS(C)=O.C(Cl)(=O)C(Cl)=O.C(N(CC)CC)C.